This data is from Reaction yield outcomes from USPTO patents with 853,638 reactions. The task is: Predict the reaction yield, written as a fraction of the theoretical maximum amount of product (1.0 means a 100% yield; for example, 0.34 means a 34% yield). (1) The reactants are Cl.[CH3:2][C@@H:3]1[CH2:7][CH2:6][CH2:5][NH:4]1.C(=O)([O-])[O-].[K+].[K+].Br[CH2:15][CH2:16][CH2:17][C:18]([O:20][CH2:21][CH3:22])=[O:19]. The catalyst is CC(=O)CC. The product is [CH2:21]([O:20][C:18](=[O:19])[CH2:17][CH2:16][CH2:15][N:4]1[CH2:5][CH2:6][CH2:7][C@H:3]1[CH3:2])[CH3:22]. The yield is 0.990. (2) No catalyst specified. The yield is 0.670. The product is [NH2:1][C:2]1[O:6][N:5]=[C:4]([C:7]2[CH:12]=[CH:11][CH:10]=[CH:9][C:8]=2[O:13][C:14]([F:15])([F:16])[F:17])[C:3]=1[C:18]([N:46]1[CH2:45][CH2:44][N:43]([C:49]2[CH:54]=[CH:53][CH:52]=[CH:51][C:50]=2[OH:55])[CH2:48][CH2:47]1)=[O:20]. The reactants are [NH2:1][C:2]1[O:6][N:5]=[C:4]([C:7]2[CH:12]=[CH:11][CH:10]=[CH:9][C:8]=2[O:13][C:14]([F:17])([F:16])[F:15])[C:3]=1[C:18]([OH:20])=O.Cl.C(N=C=NCCCN(C)C)C.OC1C2N=NNC=2C=CC=1.[N:43]1([C:49]2[CH:54]=[CH:53][CH:52]=[CH:51][C:50]=2[OH:55])[CH2:48][CH2:47][NH:46][CH2:45][CH2:44]1.